This data is from Forward reaction prediction with 1.9M reactions from USPTO patents (1976-2016). The task is: Predict the product of the given reaction. (1) Given the reactants [NH:1]1[CH2:7][C:5](=[O:6])[NH:4][C:2]1=[O:3].N1CCCCC1.[CH:14]1([NH:17][C:18]2[N:23]3[N:24]=[CH:25][C:26]([CH:27]=O)=[C:22]3[N:21]=[C:20]([NH:29][C:30]3[CH:35]=[C:34]([F:36])[CH:33]=[C:32]([F:37])[CH:31]=3)[CH:19]=2)[CH2:16][CH2:15]1, predict the reaction product. The product is: [CH:14]1([NH:17][C:18]2[N:23]3[N:24]=[CH:25][C:26](/[CH:27]=[C:7]4/[C:5](=[O:6])[NH:4][C:2](=[O:3])[NH:1]/4)=[C:22]3[N:21]=[C:20]([NH:29][C:30]3[CH:35]=[C:34]([F:36])[CH:33]=[C:32]([F:37])[CH:31]=3)[CH:19]=2)[CH2:15][CH2:16]1. (2) Given the reactants [CH3:1][O:2][P:3]([CH2:6][CH2:7][CH2:8][C:9]1([CH3:28])[CH2:18][CH2:17][C:16]2[C:11](=[C:12]3[CH:26]4[CH2:27][CH:23]([CH2:24][CH2:25]4)[C:13]3=[C:14]([O:19]COC)[CH:15]=2)[O:10]1)(=[O:5])[OH:4].[CH3:29]O, predict the reaction product. The product is: [CH3:29][O:4][P:3]([CH2:6][CH2:7][CH2:8][C:9]1([CH3:28])[CH2:18][CH2:17][C:16]2[C:11](=[C:12]3[CH:26]4[CH2:27][CH:23]([CH2:24][CH2:25]4)[C:13]3=[C:14]([OH:19])[CH:15]=2)[O:10]1)(=[O:5])[O:2][CH3:1]. (3) Given the reactants [C:1]([C:3]1([CH3:26])[CH2:8][N:7]([C:9]([O:11][C:12]([CH3:15])([CH3:14])[CH3:13])=[O:10])[CH2:6][CH2:5][N:4]1[C:16]([O:18][CH2:19][C:20]1[CH:25]=[CH:24][CH:23]=[CH:22][CH:21]=1)=[O:17])#[N:2].CCN(CC)CC.[NH2:34][OH:35].Cl.[CH3:37][O:38][C:39]([C:41]#[C:42][C:43]([O:45][CH3:46])=[O:44])=[O:40], predict the reaction product. The product is: [NH2:2]/[C:1](=[N:34]\[O:35]/[C:42](/[C:43]([O:45][CH3:46])=[O:44])=[CH:41]/[C:39]([O:38][CH3:37])=[O:40])/[C:3]1([CH3:26])[CH2:8][N:7]([C:9]([O:11][C:12]([CH3:15])([CH3:14])[CH3:13])=[O:10])[CH2:6][CH2:5][N:4]1[C:16]([O:18][CH2:19][C:20]1[CH:21]=[CH:22][CH:23]=[CH:24][CH:25]=1)=[O:17]. (4) The product is: [C:25]([OH:30])(=[O:29])[C:26]([OH:28])=[O:27].[N:8]1[CH:9]=[CH:10][CH:11]=[CH:12][C:7]=1[N:6]1[C:5]2[CH:13]=[CH:14][CH:15]=[CH:16][C:4]=2[N:3]=[C:2]1/[CH:1]=[CH:23]/[C:20]1[CH:21]=[CH:22][N:17]=[CH:18][CH:19]=1. Given the reactants [CH3:1][C:2]1[N:6]([C:7]2[CH:12]=[CH:11][CH:10]=[CH:9][N:8]=2)[C:5]2[CH:13]=[CH:14][CH:15]=[CH:16][C:4]=2[N:3]=1.[N:17]1[CH:22]=[CH:21][C:20]([CH:23]=O)=[CH:19][CH:18]=1.[C:25]([OH:30])(=[O:29])[C:26]([OH:28])=[O:27], predict the reaction product. (5) Given the reactants [CH3:1][O:2][C:3]1[C:11]([N+:12]([O-:14])=[O:13])=[CH:10][C:6]([C:7]([OH:9])=[O:8])=[CH:5][C:4]=1[N+:15]([O-:17])=[O:16].OS(O)(=O)=O.[CH3:23]O, predict the reaction product. The product is: [CH3:23][O:8][C:7](=[O:9])[C:6]1[CH:10]=[C:11]([N+:12]([O-:14])=[O:13])[C:3]([O:2][CH3:1])=[C:4]([N+:15]([O-:17])=[O:16])[CH:5]=1. (6) Given the reactants [NH2:1][C@H:2]1[CH2:8][O:7][C:6]2[CH:9]=[CH:10][C:11](Br)=[CH:12][C:5]=2[N:4]([CH3:14])[C:3]1=[O:15].[NH:16]1[CH:20]=[CH:19][C:18](B(O)O)=[N:17]1.C(=O)([O-])[O-].[Na+].[Na+].B(O)O, predict the reaction product. The product is: [NH2:1][C@H:2]1[CH2:8][O:7][C:6]2[CH:9]=[CH:10][C:11]([C:20]3[CH:19]=[CH:18][NH:17][N:16]=3)=[CH:12][C:5]=2[N:4]([CH3:14])[C:3]1=[O:15]. (7) Given the reactants [C:1]([N:9]1[CH2:13][CH2:12][CH2:11][CH:10]1[C:14]1[CH:19]=[CH:18][N:17]=[C:16]([C:20]#[N:21])[CH:15]=1)(=[O:8])[C:2]1[CH:7]=[CH:6][CH:5]=[CH:4][CH:3]=1.[C:22](OC)(=[O:30])[C:23]1[C:24](=[CH:26][CH:27]=[CH:28][CH:29]=1)[SH:25].C(N(CC)CC)C, predict the reaction product. The product is: [C:1]([N:9]1[CH2:13][CH2:12][CH2:11][CH:10]1[C:14]1[CH:19]=[CH:18][N:17]=[C:16]([C:20]2[S:25][C:24]3[CH:26]=[CH:27][CH:28]=[CH:29][C:23]=3[C:22](=[O:30])[N:21]=2)[CH:15]=1)(=[O:8])[C:2]1[CH:7]=[CH:6][CH:5]=[CH:4][CH:3]=1.